The task is: Predict the product of the given reaction.. This data is from Forward reaction prediction with 1.9M reactions from USPTO patents (1976-2016). Given the reactants C(OC1C=C(F)C=C2C=1C(CC(N1CC3C(=CC=CC=3)C1)=O)=[CH:12][N:13]2CC)C1C=CC=CC=1.[CH2:33]([O:40][C:41]1[C:49]([F:50])=[CH:48][C:47]([Br:51])=[C:46]2[C:42]=1[C:43]([CH2:53][C:54]([OH:56])=O)=[CH:44][N:45]2[CH3:52])[C:34]1[CH:39]=[CH:38][CH:37]=[CH:36][CH:35]=1, predict the reaction product. The product is: [CH2:33]([O:40][C:41]1[C:49]([F:50])=[CH:48][C:47]([Br:51])=[C:46]2[C:42]=1[C:43]([CH2:53][C:54]([NH:13][CH3:12])=[O:56])=[CH:44][N:45]2[CH3:52])[C:34]1[CH:39]=[CH:38][CH:37]=[CH:36][CH:35]=1.